This data is from Catalyst prediction with 721,799 reactions and 888 catalyst types from USPTO. The task is: Predict which catalyst facilitates the given reaction. (1) Reactant: CB(C)Br.[N:5]([C@H:8]1[C:16]2[C:11](=[CH:12][CH:13]=[CH:14][CH:15]=2)[C@H:10]([C:17]2[C:25]3[C:20](=[CH:21][CH:22]=[CH:23][CH:24]=3)[N:19]([S:26]([C:29]3[CH:34]=[CH:33][C:32]([CH3:35])=[CH:31][CH:30]=3)(=[O:28])=[O:27])[CH:18]=2)[CH2:9]1)=[N+]=[N-].[CH2:36](O)C. Product: [CH3:36][NH:5][C@H:8]1[C:16]2[C:11](=[CH:12][CH:13]=[CH:14][CH:15]=2)[C@H:10]([C:17]2[C:25]3[C:20](=[CH:21][CH:22]=[CH:23][CH:24]=3)[N:19]([S:26]([C:29]3[CH:34]=[CH:33][C:32]([CH3:35])=[CH:31][CH:30]=3)(=[O:28])=[O:27])[CH:18]=2)[CH2:9]1. The catalyst class is: 26. (2) Reactant: [NH2:1][C:2]1[N:7]([C:8]2[CH:13]=[CH:12][CH:11]=[C:10]([CH2:14][CH3:15])[CH:9]=2)[C:6](=[S:16])[NH:5][C:4](=[O:17])[C:3]=1[N:18]=O.N.S(S([O-])=O)([O-])=O.[Na+].[Na+].S(=O)(=O)(O)O. Product: [NH2:18][C:3]1[C:4](=[O:17])[NH:5][C:6](=[S:16])[N:7]([C:8]2[CH:13]=[CH:12][CH:11]=[C:10]([CH2:14][CH3:15])[CH:9]=2)[C:2]=1[NH2:1]. The catalyst class is: 6. (3) Reactant: [CH3:1][N:2]1[CH2:7][CH:6]=[C:5](B2OC(C)(C)C(C)(C)O2)[CH2:4][CH2:3]1.Br[C:18]1[CH:23]=[C:22]([O:24][CH3:25])[C:21]([NH:26][C:27]2[N:32]=[C:31]([C:33]3[CH:34]=[N:35][N:36]4[CH2:41][CH2:40][CH2:39][CH2:38][C:37]=34)[CH:30]=[CH:29][N:28]=2)=[CH:20][C:19]=1[NH2:42].[O-]P([O-])([O-])=O.[K+].[K+].[K+]. Product: [CH3:25][O:24][C:22]1[CH:23]=[C:18]([C:5]2[CH2:4][CH2:3][N:2]([CH3:1])[CH2:7][CH:6]=2)[C:19]([NH2:42])=[CH:20][C:21]=1[NH:26][C:27]1[N:32]=[C:31]([C:33]2[CH:34]=[N:35][N:36]3[CH2:41][CH2:40][CH2:39][CH2:38][C:37]=23)[CH:30]=[CH:29][N:28]=1. The catalyst class is: 38. (4) Reactant: [CH3:1][O:2][C:3]1[N:8]=[C:7]([C:9]([F:12])([F:11])[F:10])[C:6](N)=[CH:5][CH:4]=1.N([O-])=O.[Na+].[I-:18].[K+]. Product: [I:18][C:6]1[C:7]([C:9]([F:12])([F:11])[F:10])=[N:8][C:3]([O:2][CH3:1])=[CH:4][CH:5]=1. The catalyst class is: 561. (5) Reactant: [Cl:1][C:2]1[N:3]=[N:4][C:5](Cl)=[CH:6][C:7]=1[C:8]([CH3:11])([CH3:10])[CH3:9].O.[NH2:14][NH2:15].Cl. Product: [Cl:1][C:2]1[N:3]=[N:4][C:5]([NH:14][NH2:15])=[CH:6][C:7]=1[C:8]([CH3:11])([CH3:10])[CH3:9]. The catalyst class is: 8.